Dataset: Reaction yield outcomes from USPTO patents with 853,638 reactions. Task: Predict the reaction yield, written as a fraction of the theoretical maximum amount of product (1.0 means a 100% yield; for example, 0.34 means a 34% yield). (1) The reactants are [CH3:1][C:2]1[CH:7]=[CH:6][C:5]([C:8](=[O:11])[CH2:9][CH3:10])=[CH:4][C:3]=1[N+:12]([O-:14])=[O:13].[Br:15]Br. The catalyst is C(Cl)Cl. The product is [Br:15][CH:9]([CH3:10])[C:8]([C:5]1[CH:6]=[CH:7][C:2]([CH3:1])=[C:3]([N+:12]([O-:14])=[O:13])[CH:4]=1)=[O:11]. The yield is 0.970. (2) The reactants are O.[OH-].[Li+].C[O:5][C:6]([C:8]1[C:13]([NH2:14])=[N:12][C:11]([NH2:15])=[CH:10][N:9]=1)=[O:7].O1CCCC1.[OH-].[Na+]. The catalyst is O.CO. The product is [NH2:14][C:13]1[C:8]([C:6]([OH:7])=[O:5])=[N:9][CH:10]=[C:11]([NH2:15])[N:12]=1. The yield is 0.360. (3) The product is [CH3:21][O:22][C:23]1[CH:28]=[CH:27][CH:26]=[CH:25][C:24]=1[N:29]1[C:5]([C:7]2[C:12](=[O:13])[CH:11]=[CH:10][N:9]([C:14]3[CH:19]=[CH:18][CH:17]=[CH:16][CH:15]=3)[N:8]=2)=[CH:4][CH:3]=[N:2]1. The reactants are C[N:2](C)/[CH:3]=[CH:4]/[C:5]([C:7]1[C:12](=[O:13])[CH:11]=[CH:10][N:9]([C:14]2[CH:19]=[CH:18][CH:17]=[CH:16][CH:15]=2)[N:8]=1)=O.[CH3:21][O:22][C:23]1[CH:28]=[CH:27][CH:26]=[CH:25][C:24]=1[NH:29]N.Cl. No catalyst specified. The yield is 0.610. (4) The reactants are [ClH:1].N[C:3]1[C:4]([C:10]#[N:11])=[N:5][C:6]([I:9])=[CH:7][N:8]=1.N([O-])=O.[Na+]. The catalyst is O. The product is [Cl:1][C:3]1[C:4]([C:10]#[N:11])=[N:5][C:6]([I:9])=[CH:7][N:8]=1. The yield is 0.440. (5) The reactants are Cl.[NH2:2][OH:3].[OH-].[K+].[F:6][C:7]([CH3:38])([CH3:37])[CH2:8][CH2:9][C@H:10]1[C:14](=[O:15])[O:13][C@H:12]([C@@H:16]([NH:24][C:25]([C:27]2[CH:36]=[N:35][C:34]3[C:29](=[CH:30][CH:31]=[CH:32][CH:33]=3)[N:28]=2)=[O:26])[CH2:17][C:18]2[CH:23]=[CH:22][CH:21]=[CH:20][CH:19]=2)[CH2:11]1. The catalyst is CO. The product is [CH2:17]([CH:16]([NH:24][C:25]([C:27]1[CH:36]=[N:35][C:34]2[C:29](=[CH:30][CH:31]=[CH:32][CH:33]=2)[N:28]=1)=[O:26])[CH:12]([OH:13])[CH2:11][CH:10]([C:14](=[O:15])[NH:2][OH:3])[CH2:9][CH2:8][C:7]([F:6])([CH3:38])[CH3:37])[C:18]1[CH:19]=[CH:20][CH:21]=[CH:22][CH:23]=1. The yield is 0.580. (6) The reactants are [CH:1]([O:4][C:5](=[O:28])[NH:6][C@@H:7]1[CH2:27][C:10]2[N:11]([CH2:20][C:21]3[CH:26]=[CH:25][CH:24]=[CH:23][N:22]=3)[C:12]3[CH:13]=[CH:14][C:15]([CH:18]=O)=[CH:16][C:17]=3[C:9]=2[CH2:8]1)([CH3:3])[CH3:2].[OH-].[Na+].Cl.[CH3:32][O:33][NH2:34]. The catalyst is CO.C(OCC)(=O)C. The product is [CH:1]([O:4][C:5](=[O:28])[NH:6][C@@H:7]1[CH2:27][C:10]2[N:11]([CH2:20][C:21]3[CH:26]=[CH:25][CH:24]=[CH:23][N:22]=3)[C:12]3[CH:13]=[CH:14][C:15]([CH:18]=[N:34][O:33][CH3:32])=[CH:16][C:17]=3[C:9]=2[CH2:8]1)([CH3:3])[CH3:2]. The yield is 0.270.